From a dataset of Full USPTO retrosynthesis dataset with 1.9M reactions from patents (1976-2016). Predict the reactants needed to synthesize the given product. Given the product [NH2:22][C:19]1[CH:20]=[CH:21][C:16]([N:13]2[CH2:14][CH2:15][CH:10]([CH2:9][N:2]([CH3:1])[CH:3]3[CH2:7][CH2:6][N:5]([CH3:8])[CH2:4]3)[CH2:11][CH2:12]2)=[CH:17][CH:18]=1, predict the reactants needed to synthesize it. The reactants are: [CH3:1][N:2]([CH2:9][CH:10]1[CH2:15][CH2:14][N:13]([C:16]2[CH:21]=[CH:20][C:19]([NH:22]C(=O)OC(C)(C)C)=[CH:18][CH:17]=2)[CH2:12][CH2:11]1)[CH:3]1[CH2:7][CH2:6][N:5]([CH3:8])[CH2:4]1.FC(F)(F)C(O)=O.